From a dataset of Peptide-MHC class II binding affinity with 134,281 pairs from IEDB. Regression. Given a peptide amino acid sequence and an MHC pseudo amino acid sequence, predict their binding affinity value. This is MHC class II binding data. (1) The binding affinity (normalized) is 0.126. The MHC is HLA-DPA10103-DPB10401 with pseudo-sequence HLA-DPA10103-DPB10401. The peptide sequence is AAGDFWGGAGSAACQ. (2) The MHC is DRB4_0101 with pseudo-sequence DRB4_0103. The binding affinity (normalized) is 0.379. The peptide sequence is GMNPSHCNEMSWIQS. (3) The peptide sequence is LAAAAAWDALAAELY. The MHC is HLA-DPA10201-DPB11401 with pseudo-sequence HLA-DPA10201-DPB11401. The binding affinity (normalized) is 0.431.